From a dataset of Reaction yield outcomes from USPTO patents with 853,638 reactions. Predict the reaction yield, written as a fraction of the theoretical maximum amount of product (1.0 means a 100% yield; for example, 0.34 means a 34% yield). The reactants are Cl.[N:2]12[CH2:9][CH2:8][CH:5]([CH2:6][CH2:7]1)[C:4](=[O:10])[CH2:3]2.[OH-].[K+].[N:13]1[CH:18]=[CH:17][CH:16]=[C:15]([CH:19]=O)[CH:14]=1. The catalyst is CO. The product is [N:13]1[CH:18]=[CH:17][CH:16]=[C:15]([CH:19]=[C:3]2[C:4](=[O:10])[CH:5]3[CH2:8][CH2:9][N:2]2[CH2:7][CH2:6]3)[CH:14]=1. The yield is 0.893.